From a dataset of Reaction yield outcomes from USPTO patents with 853,638 reactions. Predict the reaction yield, written as a fraction of the theoretical maximum amount of product (1.0 means a 100% yield; for example, 0.34 means a 34% yield). The reactants are O[N:2]=[C:3]([C:9](=O)[C:10]1[CH:15]=[CH:14][CH:13]=[CH:12][N:11]=1)[C:4]([O:6][CH2:7][CH3:8])=[O:5].C([O-])(=O)C.[NH4+:21].[F:22][C:23]1[CH:30]=[CH:29][CH:28]=[C:27]([F:31])[C:24]=1[CH:25]=O. The catalyst is C(O)(=O)C.CO. The product is [F:22][C:23]1[CH:30]=[CH:29][CH:28]=[C:27]([F:31])[C:24]=1[C:25]1[NH:2][C:3]([C:4]([O:6][CH2:7][CH3:8])=[O:5])=[C:9]([C:10]2[CH:15]=[CH:14][CH:13]=[CH:12][N:11]=2)[N:21]=1. The yield is 0.0700.